Dataset: Forward reaction prediction with 1.9M reactions from USPTO patents (1976-2016). Task: Predict the product of the given reaction. (1) Given the reactants [F:1][C:2]([F:27])([F:26])[C:3]1[CH:8]=[CH:7][C:6]([C:9]2[C:13]3[CH:14]=[CH:15][C:16](OS(C(F)(F)F)(=O)=O)=[CH:17][C:12]=3[S:11][N:10]=2)=[CH:5][CH:4]=1.[CH2:28]([N:30]([C:34]1([C:40]#[CH:41])[CH2:39][CH2:38][CH2:37][CH2:36][CH2:35]1)[CH2:31][CH2:32][OH:33])[CH3:29], predict the reaction product. The product is: [CH2:28]([N:30]([C:34]1([C:40]#[C:41][C:16]2[CH:15]=[CH:14][C:13]3[C:9]([C:6]4[CH:5]=[CH:4][C:3]([C:2]([F:26])([F:27])[F:1])=[CH:8][CH:7]=4)=[N:10][S:11][C:12]=3[CH:17]=2)[CH2:39][CH2:38][CH2:37][CH2:36][CH2:35]1)[CH2:31][CH2:32][OH:33])[CH3:29]. (2) The product is: [F:10][C:7]([F:8])([F:9])[C:6]([NH:27][C@H:24]1[CH2:23][CH2:22][C:21]2[C:26](=[C:17]([O:16][CH3:15])[CH:18]=[CH:19][CH:20]=2)[CH2:25]1)=[O:11]. Given the reactants [F:8][C:7]([F:10])([F:9])[C:6](O[C:6](=[O:11])[C:7]([F:10])([F:9])[F:8])=[O:11].Cl.[CH3:15][O:16][C:17]1[CH:18]=[CH:19][CH:20]=[C:21]2[C:26]=1[CH2:25][C@@H:24]([NH2:27])[CH2:23][CH2:22]2.N1C=CC=CC=1, predict the reaction product. (3) Given the reactants [CH2:1]1[NH:12][CH2:11][CH2:10][NH:9][CH2:8][CH2:7][NH:6][CH2:5][CH2:4][NH:3][CH2:2]1.Cl.Cl.Cl.Cl.C1N2C(=O)N3C4N5C(=O)N(CN6C(N7CN8C(N9CN%10C(N%11CN%12C(N%13CN%14C(N%15CN%16C(N%17CN%18C(N(C5)C5N(C3)C(=O)N(C5%18)CN3C(=O)N(C%16C3%17)CN3C(=O)N(C%14C3%15)CN3C(=O)N(C%12C3%13)CN3C(=O)N(C%10C3%11)CN3C(=O)N(C8C39)CN3C(=O)N1C6C37)=O)=O)=O)=O)=O)=O)=O)C42, predict the reaction product. The product is: [NH:3]1[CH2:4][CH2:5][NH:6][CH2:7][CH2:8][NH:9][CH2:10][CH2:11][NH:12][CH2:1][CH2:2]1. (4) The product is: [CH3:30][C:31]1[C:35]([C:36]([N:38]2[CH2:39][CH2:40][N:41]([CH3:44])[CH2:42][CH2:43]2)=[O:37])=[C:34]([CH3:45])[NH:33][C:32]=1/[CH:46]=[C:23]1\[C:24](=[O:29])[NH:25][C:26]2[C:22]\1=[CH:21][C:20]([S:17]([CH2:16][C:11]1[CH:12]=[CH:13][CH:14]=[CH:15][C:10]=1[O:9][CH2:8][CH2:7][N:1]1[CH2:6][CH2:5][O:4][CH2:3][CH2:2]1)(=[O:19])=[O:18])=[CH:28][CH:27]=2. Given the reactants [N:1]1([CH2:7][CH2:8][O:9][C:10]2[CH:15]=[CH:14][CH:13]=[CH:12][C:11]=2[CH2:16][S:17]([C:20]2[CH:21]=[C:22]3[C:26](=[CH:27][CH:28]=2)[NH:25][C:24](=[O:29])[CH2:23]3)(=[O:19])=[O:18])[CH2:6][CH2:5][O:4][CH2:3][CH2:2]1.[CH3:30][C:31]1[C:35]([C:36]([N:38]2[CH2:43][CH2:42][N:41]([CH3:44])[CH2:40][CH2:39]2)=[O:37])=[C:34]([CH3:45])[NH:33][C:32]=1[CH:46]=O, predict the reaction product.